Task: Regression. Given a peptide amino acid sequence and an MHC pseudo amino acid sequence, predict their binding affinity value. This is MHC class I binding data.. Dataset: Peptide-MHC class I binding affinity with 185,985 pairs from IEDB/IMGT (1) The peptide sequence is LMYILGTYG. The MHC is HLA-B15:01 with pseudo-sequence HLA-B15:01. The binding affinity (normalized) is 0.619. (2) The peptide sequence is AIPPSRSML. The MHC is Mamu-A01 with pseudo-sequence Mamu-A01. The binding affinity (normalized) is 0.508. (3) The peptide sequence is GHLENNPAL. The MHC is HLA-A03:01 with pseudo-sequence HLA-A03:01. The binding affinity (normalized) is 0.0847. (4) The peptide sequence is PHAATIRVL. The MHC is HLA-B46:01 with pseudo-sequence HLA-B46:01. The binding affinity (normalized) is 0.0847.